This data is from Catalyst prediction with 721,799 reactions and 888 catalyst types from USPTO. The task is: Predict which catalyst facilitates the given reaction. (1) Reactant: [CH2:1]([C:4]1([OH:17])[CH2:9][CH2:8][N:7]([C:10]([O:12][C:13]([CH3:16])([CH3:15])[CH3:14])=[O:11])[CH2:6][CH2:5]1)[CH:2]=[CH2:3].[Na+].[I-].C[Si](C)(C)[C:22]([F:25])(F)[F:23].C1COCC1. Product: [F:23][C:22]1([F:25])[CH2:3][CH:2]1[CH2:1][C:4]1([OH:17])[CH2:9][CH2:8][N:7]([C:10]([O:12][C:13]([CH3:16])([CH3:15])[CH3:14])=[O:11])[CH2:6][CH2:5]1. The catalyst class is: 2. (2) Reactant: [NH2:1][C:2]1[C:3]2[C:10]([Cl:11])=[CH:9][N:8]([C@@H:12]3[O:16][C:15]([CH2:19][OH:20])([CH2:17][OH:18])[C@@H:14]([O:21][Si:22]([C:25]([CH3:28])([CH3:27])[CH3:26])([CH3:24])[CH3:23])[CH2:13]3)[C:4]=2[N:5]=[CH:6][N:7]=1. Product: [NH2:1][C:2]1[C:3]2[C:10]([Cl:11])=[CH:9][N:8]([C@@H:12]3[O:16][C@@:15]([CH2:19][OH:20])([CH:17]=[O:18])[C@@H:14]([O:21][Si:22]([C:25]([CH3:28])([CH3:27])[CH3:26])([CH3:23])[CH3:24])[CH2:13]3)[C:4]=2[N:5]=[CH:6][N:7]=1. The catalyst class is: 10. (3) Reactant: [Si:1]([O:8][CH2:9][C:10]1[CH:16]=[C:15]([O:17][CH3:18])[CH:14]=[CH:13][C:11]=1[NH2:12])([C:4]([CH3:7])([CH3:6])[CH3:5])([CH3:3])[CH3:2].[F:19][C:20]([F:26])([F:25])[CH2:21][C:22](O)=[O:23].CCN=C=NCCCN(C)C.C1C=CC2N(O)N=NC=2C=1.CN1CCOCC1. Product: [Si:1]([O:8][CH2:9][C:10]1[CH:16]=[C:15]([O:17][CH3:18])[CH:14]=[CH:13][C:11]=1[NH:12][C:22](=[O:23])[CH2:21][C:20]([F:26])([F:25])[F:19])([C:4]([CH3:7])([CH3:6])[CH3:5])([CH3:2])[CH3:3]. The catalyst class is: 2.